From a dataset of Peptide-MHC class II binding affinity with 134,281 pairs from IEDB. Regression. Given a peptide amino acid sequence and an MHC pseudo amino acid sequence, predict their binding affinity value. This is MHC class II binding data. The peptide sequence is AFKVAATAANRAPAN. The MHC is DRB1_0401 with pseudo-sequence DRB1_0401. The binding affinity (normalized) is 0.194.